The task is: Predict the product of the given reaction.. This data is from Forward reaction prediction with 1.9M reactions from USPTO patents (1976-2016). (1) Given the reactants C([CH:5]1[NH:10][C:9]2[CH:11]=[CH:12][CH:13]=[C:14]3[CH:15]=[CH:16][CH:17]=[C:7]([C:8]=23)[S:6]1(=[O:19])=[O:18])(C)(C)C.FC(F)(F)C(O)=O, predict the reaction product. The product is: [S:6]1(=[O:18])(=[O:19])[C:7]2=[CH:17][CH:16]=[CH:15][C:14]3=[CH:13][CH:12]=[CH:11][C:9](=[C:8]23)[NH:10][CH2:5]1. (2) Given the reactants [CH2:1]([O:3][C:4]1[CH:5]=[C:6]2[C:11](=[CH:12][C:13]=1[N+:14]([O-])=O)[N:10]([C:17](=[O:22])[CH2:18][N:19]([CH3:21])[CH3:20])[CH2:9][CH2:8][CH2:7]2)[CH3:2].[H][H], predict the reaction product. The product is: [CH3:21][N:19]([CH2:18][C:17]([N:10]1[C:11]2[C:6](=[CH:5][C:4]([O:3][CH2:1][CH3:2])=[C:13]([NH2:14])[CH:12]=2)[CH2:7][CH2:8][CH2:9]1)=[O:22])[CH3:20]. (3) Given the reactants [Br:1][C:2]1[N:6]=[C:5]([CH:7]=O)[N:4]([CH3:9])[N:3]=1.[Cl-].[CH3:11][C:12]1[CH:17]=[C:16]([CH3:18])[N:15]2[N:19]=[C:20]([CH2:22][P+](C3C=CC=CC=3)(C3C=CC=CC=3)C3C=CC=CC=3)[N:21]=[C:14]2[N:13]=1.C1CCN2C(=NCCC2)CC1, predict the reaction product. The product is: [Br:1][C:2]1[N:6]=[C:5]([CH:7]=[CH:22][C:20]2[N:21]=[C:14]3[N:13]=[C:12]([CH3:11])[CH:17]=[C:16]([CH3:18])[N:15]3[N:19]=2)[N:4]([CH3:9])[N:3]=1. (4) Given the reactants [S:1]1[CH:5]=[CH:4][CH:3]=[C:2]1[C:6](Cl)=[O:7].C(N(CC)CC)C.[C:16]([O:24][CH2:25][C:26]#[CH:27])(=[O:23])[C:17]1[CH:22]=[CH:21][CH:20]=[CH:19][CH:18]=1, predict the reaction product. The product is: [C:16]([O:24][CH2:25][C:26]#[C:27][C:6](=[O:7])[C:2]1[S:1][CH:5]=[CH:4][CH:3]=1)(=[O:23])[C:17]1[CH:22]=[CH:21][CH:20]=[CH:19][CH:18]=1. (5) Given the reactants [N+]([O-])([O-])=O.[Ce+4].[N+]([O-])([O-])=O.[N+]([O-])([O-])=O.[N+]([O-])([O-])=O.[CH2:18]([N:25]1[C:33]2[C:32]([N:34]3[CH2:43][CH2:42][C:41]4[C:36](=[CH:37][CH:38]=[CH:39][CH:40]=4)[CH2:35]3)=[CH:31][N:30]=[CH:29][C:28]=2[C:27]([CH3:44])=[C:26]1[CH3:45])[C:19]1[CH:24]=[CH:23][CH:22]=[CH:21][CH:20]=1.[OH2:46], predict the reaction product. The product is: [CH2:18]([N:25]1[C:33]2[C:32]([N:34]3[CH2:43][CH2:42][C:41]4[C:36](=[CH:37][CH:38]=[CH:39][CH:40]=4)[CH2:35]3)=[CH:31][N:30]=[CH:29][C:28]=2[C:27]([CH2:44][OH:46])=[C:26]1[CH3:45])[C:19]1[CH:20]=[CH:21][CH:22]=[CH:23][CH:24]=1.